This data is from Catalyst prediction with 721,799 reactions and 888 catalyst types from USPTO. The task is: Predict which catalyst facilitates the given reaction. (1) Reactant: [NH2:1][C:2]1[CH:11]=[CH:10][C:5]2[N:6]=[C:7]([CH3:9])[S:8][C:4]=2[CH:3]=1.[C:12]([N:16]=[C:17]=[O:18])([CH3:15])([CH3:14])[CH3:13]. Product: [C:12]([NH:16][C:17]([NH:1][C:2]1[CH:11]=[CH:10][C:5]2[N:6]=[C:7]([CH3:9])[S:8][C:4]=2[CH:3]=1)=[O:18])([CH3:15])([CH3:14])[CH3:13]. The catalyst class is: 17. (2) Reactant: [Cl:1][C:2]1[C:3]([F:25])=[N:4][C:5]([NH:20][CH2:21][C:22](O)=[O:23])=[C:6]([Cl:19])[C:7]=1[O:8][C:9]1[CH:14]=[CH:13][C:12]([OH:15])=[C:11]([CH:16]([CH3:18])[CH3:17])[CH:10]=1.CC(C[Al]CC(C)C)C. Product: [Cl:1][C:2]1[C:3]([F:25])=[N:4][C:5]([NH:20][CH2:21][CH2:22][OH:23])=[C:6]([Cl:19])[C:7]=1[O:8][C:9]1[CH:14]=[CH:13][C:12]([OH:15])=[C:11]([CH:16]([CH3:18])[CH3:17])[CH:10]=1. The catalyst class is: 1. (3) Reactant: [Cl:1][C:2]1[C:11]2[C:10]([C:12]3[CH:18]=[CH:17][C:15]([NH2:16])=[CH:14][CH:13]=3)=[CH:9][CH:8]=[CH:7][C:6]=2[N:5]=[C:4]2[CH:19]=[N:20][N:21]([CH3:22])[C:3]=12.C(=O)([O-])[OH:24].[Na+]. Product: [ClH:1].[NH2:16][C:15]1[CH:17]=[CH:18][C:12]([C:10]2[C:11]3[C:2](=[O:24])[C:3]4[N:21]([CH3:22])[N:20]=[CH:19][C:4]=4[NH:5][C:6]=3[CH:7]=[CH:8][CH:9]=2)=[CH:13][CH:14]=1. The catalyst class is: 15. (4) Reactant: [CH3:1][N:2]1[CH:6]=[CH:5][N:4]=[CH:3]1.C(N(CC)CC)C.Cl[C:15]([O:17][CH2:18][CH3:19])=[O:16]. Product: [CH3:1][N:2]1[CH:6]=[CH:5][N:4]=[C:3]1[C:15]([O:17][CH2:18][CH3:19])=[O:16]. The catalyst class is: 10. (5) Reactant: [C:1]([C:3]([CH3:28])([CH3:27])[C@H:4]([NH:6][C:7]1[C:8]2[N:9]([CH:16]=[C:17]([C:19]3[CH:20]=[N:21][C:22]([O:25][CH3:26])=[CH:23][CH:24]=3)[CH:18]=2)[N:10]=[CH:11][C:12]=1[C:13]([NH2:15])=[O:14])[CH3:5])#[N:2].[H-].[H-].[H-].[H-].[Li+].[Al+3]. Product: [NH2:2][CH2:1][C:3]([CH3:27])([CH3:28])[C@H:4]([NH:6][C:7]1[C:8]2[N:9]([CH:16]=[C:17]([C:19]3[CH:20]=[N:21][C:22]([O:25][CH3:26])=[CH:23][CH:24]=3)[CH:18]=2)[N:10]=[CH:11][C:12]=1[C:13]([NH2:15])=[O:14])[CH3:5]. The catalyst class is: 1. (6) Reactant: [C:1]([OH:10])(=[O:9])[C:2]1[C:3](=[CH:5][CH:6]=[CH:7][CH:8]=1)[NH2:4].[C:11](Cl)(=[O:14])[CH2:12][CH3:13]. Product: [C:11]([NH:4][C:3]1[C:2](=[CH:8][CH:7]=[CH:6][CH:5]=1)[C:1]([OH:10])=[O:9])(=[O:14])[CH2:12][CH3:13]. The catalyst class is: 3. (7) Reactant: [C:1]1([OH:7])[CH:6]=[CH:5][CH:4]=[CH:3][CH:2]=1.C1(P(C2C=CC=CC=2)C2C=CC=CC=2)C=CC=CC=1.[CH3:27][C@@H:28](O)[CH2:29][C@H:30]([OH:32])[CH3:31].C(OC(N=NC(OC(C)C)=O)=O)(C)C.C1(C)C=CC=CC=1. Product: [O:7]([C@@H:28]([CH3:27])[CH2:29][C@H:30]([OH:32])[CH3:31])[C:1]1[CH:6]=[CH:5][CH:4]=[CH:3][CH:2]=1.[C:1]1([OH:7])[CH:6]=[CH:5][CH:4]=[CH:3][CH:2]=1. The catalyst class is: 20.